From a dataset of Forward reaction prediction with 1.9M reactions from USPTO patents (1976-2016). Predict the product of the given reaction. (1) Given the reactants [Cl:1][C:2]1[N:7]=[C:6](Cl)[CH:5]=[CH:4][N:3]=1.[C:9]([C:11]1[CH:16]=[CH:15][C:14]([F:17])=[CH:13][CH:12]=1)#[CH:10], predict the reaction product. The product is: [Cl:1][C:2]1[N:7]=[C:6]([C:10]#[C:9][C:11]2[CH:16]=[CH:15][C:14]([F:17])=[CH:13][CH:12]=2)[CH:5]=[CH:4][N:3]=1. (2) Given the reactants [NH:1]1[CH2:6][CH2:5][CH2:4][CH2:3][CH2:2]1.C([O:14][C:15](=O)[NH:16][C:17]1[S:21][C:20]2[C:22]([C:28]3[CH:33]=[CH:32][CH:31]=[CH:30][CH:29]=3)=[CH:23][CH:24]=[C:25]([O:26][CH3:27])[C:19]=2[CH:18]=1)C1C=CC=CC=1, predict the reaction product. The product is: [CH3:27][O:26][C:25]1[C:19]2[CH:18]=[C:17]([NH:16][C:15]([N:1]3[CH2:6][CH2:5][CH2:4][CH2:3][CH2:2]3)=[O:14])[S:21][C:20]=2[C:22]([C:28]2[CH:33]=[CH:32][CH:31]=[CH:30][CH:29]=2)=[CH:23][CH:24]=1. (3) Given the reactants F[C:2](F)(F)[C:3]([O-:5])=O.C(O[C:11]([C:13]1[NH+:22]=[CH:21][C:20]([OH:23])=[C:19]2[C:14]=1[CH2:15][CH2:16][N:17]([CH2:25][C:26]1[CH:31]=[CH:30][C:29]([F:32])=[CH:28][CH:27]=1)[C:18]2=[O:24])=O)C.Br[N:34]1C(=O)CCC1=O.CC(N=NC(C#N)(C)C)(C#N)C, predict the reaction product. The product is: [CH2:13]([N:22]1[CH2:21][C:20]([OH:23])=[C:19]2[C:14]([CH:15]=[CH:16][N:17]([CH2:25][C:26]3[CH:31]=[CH:30][C:29]([F:32])=[CH:28][CH:27]=3)[C:18]2=[O:24])=[C:2]1[C:3]([NH2:34])=[O:5])[CH3:11]. (4) Given the reactants [OH:1][CH2:2][C:3]1([NH:6][CH:7]=[C:8]([C:14](=[O:25])[C:15]2[CH:20]=[C:19](F)[C:18]([F:22])=[C:17]([F:23])[C:16]=2F)[C:9]([O:11][CH2:12][CH3:13])=[O:10])[CH2:5][CH2:4]1.C([O-])([O-])=O.[K+].[K+].CN(C=O)C, predict the reaction product. The product is: [F:23][C:17]1[CH:16]=[C:15]2[C:20]3=[C:19]([O:1][CH2:2][C:3]4([CH2:5][CH2:4]4)[N:6]3[CH:7]=[C:8]([C:9]([O:11][CH2:12][CH3:13])=[O:10])[C:14]2=[O:25])[C:18]=1[F:22]. (5) Given the reactants [CH2:1]([O:3][C:4]([C:6]1[N:7]([CH2:19][C:20]2[C:29]3[C:24](=[CH:25][CH:26]=[CH:27][CH:28]=3)[CH:23]=[CH:22][CH:21]=2)[C:8]2[C:13]([C:14]=1[CH2:15][NH:16][CH3:17])=[CH:12][C:11]([F:18])=[CH:10][CH:9]=2)=[O:5])[CH3:2].Cl[C:31]([O:33][CH3:34])=[O:32], predict the reaction product. The product is: [CH2:1]([O:3][C:4]([C:6]1[N:7]([CH2:19][C:20]2[C:29]3[C:24](=[CH:25][CH:26]=[CH:27][CH:28]=3)[CH:23]=[CH:22][CH:21]=2)[C:8]2[C:13]([C:14]=1[CH2:15][N:16]([C:31]([O:33][CH3:34])=[O:32])[CH3:17])=[CH:12][C:11]([F:18])=[CH:10][CH:9]=2)=[O:5])[CH3:2].